This data is from NCI-60 drug combinations with 297,098 pairs across 59 cell lines. The task is: Regression. Given two drug SMILES strings and cell line genomic features, predict the synergy score measuring deviation from expected non-interaction effect. (1) Drug 1: COC1=CC(=CC(=C1O)OC)C2C3C(COC3=O)C(C4=CC5=C(C=C24)OCO5)OC6C(C(C7C(O6)COC(O7)C8=CC=CS8)O)O. Drug 2: CC1=C2C(C(=O)C3(C(CC4C(C3C(C(C2(C)C)(CC1OC(=O)C(C(C5=CC=CC=C5)NC(=O)OC(C)(C)C)O)O)OC(=O)C6=CC=CC=C6)(CO4)OC(=O)C)O)C)O. Cell line: HCT116. Synergy scores: CSS=63.9, Synergy_ZIP=-4.72, Synergy_Bliss=-4.24, Synergy_Loewe=-6.49, Synergy_HSA=-1.40. (2) Drug 1: CC12CCC(CC1=CCC3C2CCC4(C3CC=C4C5=CN=CC=C5)C)O. Drug 2: C1CCC(CC1)NC(=O)N(CCCl)N=O. Cell line: OVCAR-8. Synergy scores: CSS=43.3, Synergy_ZIP=10.3, Synergy_Bliss=15.4, Synergy_Loewe=12.6, Synergy_HSA=14.0. (3) Drug 1: C1=CC(=C2C(=C1NCCNCCO)C(=O)C3=C(C=CC(=C3C2=O)O)O)NCCNCCO. Drug 2: C1=CN(C=N1)CC(O)(P(=O)(O)O)P(=O)(O)O. Cell line: DU-145. Synergy scores: CSS=6.43, Synergy_ZIP=-17.9, Synergy_Bliss=-34.1, Synergy_Loewe=-77.1, Synergy_HSA=-33.5. (4) Drug 1: CC1C(C(CC(O1)OC2CC(CC3=C2C(=C4C(=C3O)C(=O)C5=C(C4=O)C(=CC=C5)OC)O)(C(=O)CO)O)N)O.Cl. Drug 2: C1=CC=C(C(=C1)C(C2=CC=C(C=C2)Cl)C(Cl)Cl)Cl. Cell line: SR. Synergy scores: CSS=43.9, Synergy_ZIP=17.1, Synergy_Bliss=29.7, Synergy_Loewe=-60.5, Synergy_HSA=-0.306. (5) Drug 1: C1=C(C(=O)NC(=O)N1)N(CCCl)CCCl. Drug 2: CC1=C(C(=O)C2=C(C1=O)N3CC4C(C3(C2COC(=O)N)OC)N4)N. Cell line: OVCAR3. Synergy scores: CSS=16.9, Synergy_ZIP=-6.95, Synergy_Bliss=1.38, Synergy_Loewe=-4.55, Synergy_HSA=-0.187.